From a dataset of Reaction yield outcomes from USPTO patents with 853,638 reactions. Predict the reaction yield, written as a fraction of the theoretical maximum amount of product (1.0 means a 100% yield; for example, 0.34 means a 34% yield). No catalyst specified. The product is [CH3:10][O:11][C:12]1[CH:17]=[C:16]([O:18][CH2:20][O:21][CH3:22])[CH:15]=[C:14]([O:19][CH2:1][O:27][CH3:26])[CH:13]=1. The reactants are [CH:1](N(CC)C(C)C)(C)C.[CH3:10][O:11][C:12]1[CH:13]=[C:14]([OH:19])[CH:15]=[C:16]([OH:18])[CH:17]=1.[CH3:20][O:21][CH2:22]Cl.CN(C)[CH:26]=[O:27]. The yield is 0.430.